Dataset: Full USPTO retrosynthesis dataset with 1.9M reactions from patents (1976-2016). Task: Predict the reactants needed to synthesize the given product. (1) Given the product [ClH:1].[Cl:1][C:2]1[CH:3]=[C:4]([C@@H:8]([OH:12])[CH2:9][NH:10][CH2:14][CH2:15][C:16]2[CH:17]=[CH:18][C:19]([S:22]([C:25]3[CH:26]=[CH:27][C:28]([O:29][C:30]([CH3:37])([CH3:36])[C:31]([OH:33])=[O:32])=[CH:38][CH:39]=3)(=[O:23])=[O:24])=[CH:20][CH:21]=2)[CH:5]=[CH:6][CH:7]=1, predict the reactants needed to synthesize it. The reactants are: [Cl:1][C:2]1[CH:3]=[C:4]([C@H:8]2[O:12]C(=O)[N:10]([CH2:14][CH2:15][C:16]3[CH:21]=[CH:20][C:19]([S:22]([C:25]4[CH:39]=[CH:38][C:28]([O:29][C:30]([CH3:37])([CH3:36])[C:31]([O:33]CC)=[O:32])=[CH:27][CH:26]=4)(=[O:24])=[O:23])=[CH:18][CH:17]=3)[CH2:9]2)[CH:5]=[CH:6][CH:7]=1.[OH-].[Na+].Cl. (2) Given the product [C:1]([O:6][CH:7]([O:9][C:10]([O:12][CH:13]1[CH2:18][C:17](=[O:19])[NH:16][C:14]1=[O:15])=[O:11])[CH3:8])(=[O:5])[C:2]([CH3:20])([CH3:4])[CH3:3], predict the reactants needed to synthesize it. The reactants are: [C:1]([O:6][CH:7]([O:9][C:10]([O:12][CH:13]1[CH2:18][C:17](=[O:19])[NH:16][C:14]1=[O:15])=[O:11])[CH3:8])(=[O:5])[CH:2]([CH3:4])[CH3:3].[C:20](=O)(SC)OC(OC(=O)C(C)(C)C)C.